The task is: Predict the product of the given reaction.. This data is from Forward reaction prediction with 1.9M reactions from USPTO patents (1976-2016). (1) The product is: [N:13]1[CH:12]=[CH:11][C:10]([C:7]2[CH:6]=[C:5]([CH2:4][NH2:1])[NH:9][N:8]=2)=[CH:15][CH:14]=1. Given the reactants [N:1]([CH2:4][C:5]1[NH:9][N:8]=[C:7]([C:10]2[CH:15]=[CH:14][N:13]=[CH:12][CH:11]=2)[CH:6]=1)=[N+]=[N-], predict the reaction product. (2) Given the reactants ClC(Cl)(O[C:5](=[O:11])OC(Cl)(Cl)Cl)Cl.[NH2:13][C:14]1[CH:19]=[CH:18][C:17]([C:20]2[N:21]=[C:22]([N:42]3[CH2:47][CH2:46][O:45][CH2:44][CH2:43]3)[C:23]3[N:28]=[N:27][N:26]([CH:29]4[CH2:34][CH2:33][N:32]([C:35]([O:37][C:38]([CH3:41])([CH3:40])[CH3:39])=[O:36])[CH2:31][CH2:30]4)[C:24]=3[N:25]=2)=[CH:16][CH:15]=1.NC.C[CH2:51][N:52](CC)CC, predict the reaction product. The product is: [CH3:51][NH:52][C:5]([NH:13][C:14]1[CH:15]=[CH:16][C:17]([C:20]2[N:21]=[C:22]([N:42]3[CH2:43][CH2:44][O:45][CH2:46][CH2:47]3)[C:23]3[N:28]=[N:27][N:26]([CH:29]4[CH2:30][CH2:31][N:32]([C:35]([O:37][C:38]([CH3:41])([CH3:39])[CH3:40])=[O:36])[CH2:33][CH2:34]4)[C:24]=3[N:25]=2)=[CH:18][CH:19]=1)=[O:11]. (3) Given the reactants [CH:1]1[CH:6]=[CH:5][C:4]([CH2:7][CH2:8][NH:9][CH2:10][C:11]2[CH:16]=[CH:15][CH:14]=[CH:13][CH:12]=2)=[CH:3][CH:2]=1.C([O-])(O)=O.[Na+].[C:22](Cl)(=[O:24])[CH3:23], predict the reaction product. The product is: [CH2:10]([N:9]([CH2:8][CH2:7][C:4]1[CH:5]=[CH:6][CH:1]=[CH:2][CH:3]=1)[C:22](=[O:24])[CH3:23])[C:11]1[CH:16]=[CH:15][CH:14]=[CH:13][CH:12]=1. (4) Given the reactants [O:1]=[C:2]1[C:7]2([CH2:11][CH2:10][CH2:9][CH2:8]2)[NH:6][CH2:5][C@@H:4]([C:12]2[CH:17]=[CH:16][CH:15]=[CH:14][CH:13]=2)[N:3]1[CH2:18][C:19]([O:21]CC)=[O:20].[Li+].[OH-].[ClH:26], predict the reaction product. The product is: [ClH:26].[O:1]=[C:2]1[C:7]2([CH2:8][CH2:9][CH2:10][CH2:11]2)[NH:6][CH2:5][C@@H:4]([C:12]2[CH:17]=[CH:16][CH:15]=[CH:14][CH:13]=2)[N:3]1[CH2:18][C:19]([OH:21])=[O:20]. (5) Given the reactants F[C:2]1[CH:9]=[CH:8][C:7]([N+:10]([O-:12])=[O:11])=[CH:6][C:3]=1[C:4]#[N:5].[CH:13]([N:16]1[CH2:21][CH2:20][NH:19][CH2:18][CH2:17]1)([CH3:15])[CH3:14].C([O-])([O-])=O.[K+].[K+], predict the reaction product. The product is: [CH:13]([N:16]1[CH2:21][CH2:20][N:19]([C:2]2[CH:9]=[CH:8][C:7]([N+:10]([O-:12])=[O:11])=[CH:6][C:3]=2[C:4]#[N:5])[CH2:18][CH2:17]1)([CH3:15])[CH3:14]. (6) Given the reactants Cl.[F:2][C:3]1[C:8]([F:9])=[C:7]([C:10]2[CH:11]=[N:12][NH:13][CH:14]=2)[CH:6]=[CH:5][C:4]=1[C:15]1[S:19][C:18]([N:20]2[CH2:23][C:22]3([CH2:28][CH2:27][N:26](C(OC(C)(C)C)=O)[CH2:25][CH2:24]3)[CH2:21]2)=[N:17][N:16]=1.C(Cl)[Cl:37].O, predict the reaction product. The product is: [ClH:37].[F:2][C:3]1[C:8]([F:9])=[C:7]([C:10]2[CH:14]=[N:13][NH:12][CH:11]=2)[CH:6]=[CH:5][C:4]=1[C:15]1[S:19][C:18]([N:20]2[CH2:23][C:22]3([CH2:28][CH2:27][NH:26][CH2:25][CH2:24]3)[CH2:21]2)=[N:17][N:16]=1. (7) Given the reactants [CH2:1]([N:8]1[C:12]([C:13]2[CH:18]=[CH:17][C:16]([F:19])=[CH:15][C:14]=2[F:20])=[C:11](Br)[N:10]=[C:9]1[CH3:22])[C:2]1[CH:7]=[CH:6][CH:5]=[CH:4][CH:3]=1.[C:23]([N:25]([CH2:43][CH:44]([CH3:46])[CH3:45])[C:26]1[CH:31]=[C:30](B2OCC(C)(C)CO2)[CH:29]=[CH:28][C:27]=1[N+:40]([O-:42])=[O:41])#[N:24].C(=O)([O-])[O-].[K+].[K+], predict the reaction product. The product is: [CH2:1]([N:8]1[C:12]([C:13]2[CH:18]=[CH:17][C:16]([F:19])=[CH:15][C:14]=2[F:20])=[C:11]([C:30]2[CH:29]=[CH:28][C:27]([N+:40]([O-:42])=[O:41])=[C:26]([N:25]([CH2:43][CH:44]([CH3:46])[CH3:45])[C:23]#[N:24])[CH:31]=2)[N:10]=[C:9]1[CH3:22])[C:2]1[CH:7]=[CH:6][CH:5]=[CH:4][CH:3]=1. (8) Given the reactants [OH:1][C@@H:2]([C@@H:18]([NH:26][C:27](=[O:45])[C:28]1[CH:33]=[CH:32][CH:31]=[C:30]([C:34](=[O:44])[N:35]([CH3:43])[CH2:36][C:37]2[S:38][CH:39]=[C:40]([CH3:42])[N:41]=2)[CH:29]=1)[CH2:19][C:20]1[CH:25]=[CH:24][CH:23]=[CH:22][CH:21]=1)[CH2:3][NH:4][CH2:5][C:6]1[CH:7]=[C:8]([CH:13]=[C:14]([O:16][CH3:17])[CH:15]=1)[C:9]([O:11]C)=[O:10].[OH-].[Na+], predict the reaction product. The product is: [OH:1][C@@H:2]([C@@H:18]([NH:26][C:27](=[O:45])[C:28]1[CH:33]=[CH:32][CH:31]=[C:30]([C:34](=[O:44])[N:35]([CH3:43])[CH2:36][C:37]2[S:38][CH:39]=[C:40]([CH3:42])[N:41]=2)[CH:29]=1)[CH2:19][C:20]1[CH:21]=[CH:22][CH:23]=[CH:24][CH:25]=1)[CH2:3][NH:4][CH2:5][C:6]1[CH:7]=[C:8]([CH:13]=[C:14]([O:16][CH3:17])[CH:15]=1)[C:9]([OH:11])=[O:10]. (9) Given the reactants [Br:1][C:2]1[CH:3]=[CH:4][C:5]([C:9]2[C:17]3[C:12](=[CH:13][N:14]=[C:15]([C:18]4[CH:19]=[N:20][CH:21]=[CH:22][CH:23]=4)[CH:16]=3)[N:11](COCC[Si](C)(C)C)[N:10]=2)=[N:6][C:7]=1F.Cl.[NH:33]1[CH2:38][CH2:37][CH2:36][C@@H:35]([OH:39])[CH2:34]1, predict the reaction product. The product is: [Br:1][C:2]1[C:7]([N:33]2[CH2:38][CH2:37][CH2:36][C@@H:35]([OH:39])[CH2:34]2)=[N:6][C:5]([C:9]2[C:17]3[C:12](=[CH:13][N:14]=[C:15]([C:18]4[CH:19]=[N:20][CH:21]=[CH:22][CH:23]=4)[CH:16]=3)[NH:11][N:10]=2)=[CH:4][CH:3]=1. (10) Given the reactants [NH2:1][C:2]1[CH:3]=[C:4]([N:8]2[C:17]3[CH:16]=[CH:15][C:14]4[CH2:18][CH2:19][CH2:20][CH2:21][C:13]=4[C:12]=3[NH:11][C:10](=[O:22])[C:9]2=[O:23])[CH:5]=[CH:6][CH:7]=1.[N:24]1[C:33]2[C:28](=[CH:29][CH:30]=[CH:31][C:32]=2[S:34]([Cl:37])(=[O:36])=[O:35])[CH:27]=[CH:26][CH:25]=1, predict the reaction product. The product is: [ClH:37].[O:22]=[C:10]1[NH:11][C:12]2[C:13]3[CH2:21][CH2:20][CH2:19][CH2:18][C:14]=3[CH:15]=[CH:16][C:17]=2[N:8]([C:4]2[CH:3]=[C:2]([NH:1][S:34]([C:32]3[CH:31]=[CH:30][CH:29]=[C:28]4[C:33]=3[N:24]=[CH:25][CH:26]=[CH:27]4)(=[O:35])=[O:36])[CH:7]=[CH:6][CH:5]=2)[C:9]1=[O:23].